Dataset: Forward reaction prediction with 1.9M reactions from USPTO patents (1976-2016). Task: Predict the product of the given reaction. Given the reactants [Cl:1][C:2]1[C:7](=[O:8])[N:6]([C:9]2[CH:10]=[C:11]([CH:19]=[CH:20][C:21]=2[CH3:22])[C:12]([NH:14][CH2:15][C:16]([NH2:18])=[O:17])=[O:13])[CH:5]=[N:4][C:3]=1[O:23][CH2:24][C:25]1[CH:30]=[CH:29][C:28]([F:31])=[CH:27][C:26]=1[F:32].Cl.N[CH2:35][C:36](N)=O, predict the reaction product. The product is: [NH2:18][C:16]([C@@H:15]([NH:14][C:12](=[O:13])[C:11]1[CH:19]=[CH:20][C:21]([CH3:22])=[C:9]([N:6]2[C:7](=[O:8])[C:2]([Cl:1])=[C:3]([O:23][CH2:24][C:25]3[CH:30]=[CH:29][C:28]([F:31])=[CH:27][C:26]=3[F:32])[N:4]=[CH:5]2)[CH:10]=1)[CH2:35][CH3:36])=[O:17].